Dataset: Catalyst prediction with 721,799 reactions and 888 catalyst types from USPTO. Task: Predict which catalyst facilitates the given reaction. (1) Reactant: Br.C[O:3][C:4]1[CH:5]=[C:6]2[C:11](=[CH:12][CH:13]=1)[CH2:10][NH:9][CH2:8][C:7]2([CH3:15])[CH3:14]. Product: [CH3:14][C:7]1([CH3:15])[C:6]2[C:11](=[CH:12][CH:13]=[C:4]([OH:3])[CH:5]=2)[CH2:10][NH:9][CH2:8]1. The catalyst class is: 6. (2) Reactant: Br[CH2:2][C:3]([C:5]1[CH:10]=[C:9]([C:11]([F:14])([F:13])[F:12])[CH:8]=[C:7]([Cl:15])[CH:6]=1)=[O:4].[CH3:16][O:17][C:18](=[O:24])[CH2:19][CH2:20][C:21]([O-:23])=[O:22].[Na+]. Product: [C:21]([O:23][CH2:2][C:3]([C:5]1[CH:10]=[C:9]([C:11]([F:14])([F:13])[F:12])[CH:8]=[C:7]([Cl:15])[CH:6]=1)=[O:4])(=[O:22])[CH2:20][CH2:19][C:18]([O:17][CH3:16])=[O:24]. The catalyst class is: 21. (3) Reactant: [NH2:1][C:2]1[CH:7]=[CH:6][C:5]([F:8])=[CH:4][C:3]=1[C:9]1[CH2:14][CH2:13][CH:12]([CH2:15][NH:16][C:17](=[O:23])[O:18][C:19]([CH3:22])([CH3:21])[CH3:20])[CH2:11][CH:10]=1.[CH3:24][Si:25]([CH3:44])([CH3:43])[CH2:26][CH2:27][O:28][CH2:29][N:30]1[CH:34]=[C:33]([C:35]2[S:36][CH:37]=[C:38]([C:40](O)=[O:41])[N:39]=2)[CH:32]=[N:31]1.CN(C(ON1N=NC2C=CC=NC1=2)=[N+](C)C)C.F[P-](F)(F)(F)(F)F.CCN(C(C)C)C(C)C. Product: [F:8][C:5]1[CH:6]=[CH:7][C:2]([NH:1][C:40]([C:38]2[N:39]=[C:35]([C:33]3[CH:32]=[N:31][N:30]([CH2:29][O:28][CH2:27][CH2:26][Si:25]([CH3:44])([CH3:43])[CH3:24])[CH:34]=3)[S:36][CH:37]=2)=[O:41])=[C:3]([C:9]2[CH2:14][CH2:13][CH:12]([CH2:15][NH:16][C:17](=[O:23])[O:18][C:19]([CH3:20])([CH3:22])[CH3:21])[CH2:11][CH:10]=2)[CH:4]=1. The catalyst class is: 39. (4) Reactant: [NH2:1][C:2]1[CH:3]=[CH:4][C:5]([O:18][C:19]([F:22])([F:21])[F:20])=[C:6]([NH:8][C:9](=[O:17])[CH2:10][N:11]2[CH2:16][CH2:15][O:14][CH2:13][CH2:12]2)[CH:7]=1.[C:23]1([C:29]2[S:33][C:32]([C:34](O)=[O:35])=[CH:31][CH:30]=2)[CH:28]=[CH:27][CH:26]=[CH:25][CH:24]=1.F[P-](F)(F)(F)(F)F.N1(O[P+](N2CCCC2)(N2CCCC2)N2CCCC2)C2C=CC=CC=2N=N1.C(N(C(C)C)CC)(C)C. Product: [N:11]1([CH2:10][C:9]([NH:8][C:6]2[CH:7]=[C:2]([NH:1][C:34]([C:32]3[S:33][C:29]([C:23]4[CH:24]=[CH:25][CH:26]=[CH:27][CH:28]=4)=[CH:30][CH:31]=3)=[O:35])[CH:3]=[CH:4][C:5]=2[O:18][C:19]([F:21])([F:22])[F:20])=[O:17])[CH2:12][CH2:13][O:14][CH2:15][CH2:16]1. The catalyst class is: 3.